From a dataset of Full USPTO retrosynthesis dataset with 1.9M reactions from patents (1976-2016). Predict the reactants needed to synthesize the given product. (1) Given the product [CH3:16][O:17][C:18]([C:20]1[NH:21][C:22]([O:8][Si:1]([C:4]([CH3:7])([CH3:6])[CH3:5])([CH3:3])[CH3:2])=[CH:23][C:24]=1[CH3:25])=[O:19], predict the reactants needed to synthesize it. The reactants are: [Si:1]([O:8]S(C(F)(F)F)(=O)=O)([C:4]([CH3:7])([CH3:6])[CH3:5])([CH3:3])[CH3:2].[CH3:16][O:17][C:18]([CH:20]1[C:24]([CH3:25])=[CH:23][C:22](=O)[N:21]1C(OC(C)(C)C)=O)=[O:19].N1C(C)=CC=CC=1C. (2) Given the product [ClH:1].[N:28]12[CH2:27][CH2:26][CH:25]([CH2:38][CH2:39]1)[C@@H:24]([NH:29][C:10]([C:8]1[O:9][C:5]3[CH:4]=[CH:3][C:2]([Cl:1])=[CH:13][C:6]=3[CH:7]=1)=[O:12])[CH2:23]2, predict the reactants needed to synthesize it. The reactants are: [Cl:1][C:2]1[CH:3]=[CH:4][C:5]2[O:9][C:8]([C:10]([OH:12])=O)=[CH:7][C:6]=2[CH:13]=1.CN(C(ON1N=[N:29][C:24]2[CH:25]=[CH:26][CH:27]=[N:28][C:23]1=2)=[N+](C)C)C.F[P-](F)(F)(F)(F)F.[CH:38](N(CC)C(C)C)(C)[CH3:39]. (3) Given the product [CH2:1]([N:8]1[CH:13]([CH2:14][O:15][Si:16]([C:19]([CH3:20])([CH3:22])[CH3:21])([CH3:18])[CH3:17])[CH2:12][O:11][C:10]([CH3:25])([CH3:23])[C:9]1=[O:24])[C:2]1[CH:7]=[CH:6][CH:5]=[CH:4][CH:3]=1, predict the reactants needed to synthesize it. The reactants are: [CH2:1]([N:8]1[CH:13]([CH2:14][O:15][Si:16]([C:19]([CH3:22])([CH3:21])[CH3:20])([CH3:18])[CH3:17])[CH2:12][O:11][CH:10]([CH3:23])[C:9]1=[O:24])[C:2]1[CH:7]=[CH:6][CH:5]=[CH:4][CH:3]=1.[CH:25]([N-]C(C)C)(C)C.[Li+].IC.O. (4) Given the product [CH3:1][C:2]1([C:12]([NH2:13])=[O:15])[C:11]2[C:6](=[CH:7][CH:8]=[CH:9][CH:10]=2)[CH2:5][CH2:4][CH2:3]1, predict the reactants needed to synthesize it. The reactants are: [CH3:1][C:2]1([C:12]#[N:13])[C:11]2[C:6](=[CH:7][CH:8]=[CH:9][CH:10]=2)[CH2:5][CH2:4][CH2:3]1.C([O-])([O-])=[O:15].[K+].[K+].OO.O. (5) Given the product [Br:9][CH:6]([CH:3]1[CH2:4][CH2:5][O:1][CH2:2]1)[CH:7]=[O:8], predict the reactants needed to synthesize it. The reactants are: [O:1]1[CH2:5][CH2:4][CH:3]([CH2:6][CH:7]=[O:8])[CH2:2]1.[Br:9]C1(Br)C(=O)NC(=O)NC1=O.Br.